Dataset: hERG Central: cardiac toxicity at 1µM, 10µM, and general inhibition. Task: Predict hERG channel inhibition at various concentrations. (1) The molecule is CCOc1ccc(/C=N/NC(=O)c2ccc(Cn3cc(Br)cn3)o2)cc1. Results: hERG_inhib (hERG inhibition (general)): blocker. (2) The drug is CCOC(=O)CSc1nnc(CNC(=O)c2ccc(OC)cc2OC)n1-c1ccc(OC)cc1. Results: hERG_inhib (hERG inhibition (general)): blocker. (3) The drug is Cc1ccc(C(=O)NCCN2C3=NC[C@H](Cc4ccc(O)cc4)N3C[C@H]2Cc2ccc(O)cc2)cc1Br. Results: hERG_inhib (hERG inhibition (general)): blocker. (4) The compound is Cc1ncoc1C(=O)N1CCc2c([nH]c3ccccc23)C1C(C)(C)C. Results: hERG_inhib (hERG inhibition (general)): blocker. (5) The molecule is O=C(NCc1ccco1)C1CCN(c2ccc(S(=O)(=O)N3CCOCC3)cc2[N+](=O)[O-])CC1. Results: hERG_inhib (hERG inhibition (general)): blocker. (6) The molecule is COC(=O)c1ccc(N2CCN(CC(=O)c3ccc(C)cc3)CC2)c([N+](=O)[O-])c1. Results: hERG_inhib (hERG inhibition (general)): blocker. (7) The molecule is CCOC(=O)c1cc2[nH]c3ccccc3c2[n+](-c2ccc([N+](=O)[O-])cc2)c1N.O=C([O-])C(F)(F)F. Results: hERG_inhib (hERG inhibition (general)): blocker.